From a dataset of Forward reaction prediction with 1.9M reactions from USPTO patents (1976-2016). Predict the product of the given reaction. (1) Given the reactants O=C[C@@H]([C@H]([C@@H]([C@@H](CO)O)O)O)O.C1C=[N+]([C@@H]2O[C@H](COP(OP(OC[C@H]3O[C@@H](N4C5N=CN=C(N)C=5N=C4)[C@H](OP(O)(O)=O)[C@@H]3O)(O)=O)(O)=O)[C@@H](O)[C@H]2O)C=C(C(N)=O)C=1.[Cl:61][CH2:62][C:63](=[O:69])[CH2:64][C:65]([O:67][CH3:68])=[O:66].[OH-].[Na+], predict the reaction product. The product is: [Cl:61][CH2:62][C@@H:63]([OH:69])[CH2:64][C:65]([O:67][CH3:68])=[O:66]. (2) Given the reactants [N:1]1([CH2:7][CH2:8][O:9][C:10]2[C:19]3[C:14](=[CH:15][CH:16]=[CH:17][CH:18]=3)[C:13]([NH2:20])=[CH:12][CH:11]=2)[CH2:6][CH2:5][O:4][CH2:3][CH2:2]1.[Br:21][C:22]1[CH:23]=[C:24]([CH:28]=[CH:29][CH:30]=1)[C:25](O)=[O:26].CN(C(ON1N=NC2C=CC=CC1=2)=[N+](C)C)C.F[P-](F)(F)(F)(F)F.CCN(C(C)C)C(C)C, predict the reaction product. The product is: [Br:21][C:22]1[CH:23]=[C:24]([CH:28]=[CH:29][CH:30]=1)[C:25]([NH:20][C:13]1[C:14]2[C:19](=[CH:18][CH:17]=[CH:16][CH:15]=2)[C:10]([O:9][CH2:8][CH2:7][N:1]2[CH2:6][CH2:5][O:4][CH2:3][CH2:2]2)=[CH:11][CH:12]=1)=[O:26]. (3) Given the reactants [OH:1][CH:2](CO)[CH2:3][C:4]1[CH:9]=[C:8]([C:10]([F:13])([F:12])[F:11])[CH:7]=[CH:6][C:5]=1[N:14]1[CH2:19][CH2:18][O:17][C:16]2[CH:20]=[C:21]([S:24]([N:27]([CH2:33][C:34]3[CH:39]=[CH:38][C:37]([O:40][CH3:41])=[CH:36][CH:35]=3)[C:28]3[S:29][CH:30]=[CH:31][N:32]=3)(=[O:26])=[O:25])[CH:22]=[CH:23][C:15]1=2.O.I([O-])(=O)(=O)=O.[Na+], predict the reaction product. The product is: [CH3:41][O:40][C:37]1[CH:36]=[CH:35][C:34]([CH2:33][N:27]([C:28]2[S:29][CH:30]=[CH:31][N:32]=2)[S:24]([C:21]2[CH:22]=[CH:23][C:15]3[N:14]([C:5]4[CH:6]=[CH:7][C:8]([C:10]([F:11])([F:12])[F:13])=[CH:9][C:4]=4[CH2:3][CH:2]=[O:1])[CH2:19][CH2:18][O:17][C:16]=3[CH:20]=2)(=[O:26])=[O:25])=[CH:39][CH:38]=1. (4) Given the reactants [N:1]1[CH:6]=[CH:5][CH:4]=[C:3]([CH2:7][OH:8])[CH:2]=1.[C:9](=O)([O-:11])[O-:10].[Cs+].[Cs+].[NH2:15][C:16](=[O:59])[C:17]([CH3:58])([CH3:57])[CH2:18][NH:19][C:20]([C@H:22]([CH:54]([CH3:56])[CH3:55])[CH2:23][C@@H:24]1[O:28][CH2:27][N:26]([C:29]([O:31][CH2:32]Cl)=[O:30])[C@H:25]1[CH2:34][C@H:35]([CH2:39][C:40]1[CH:45]=[CH:44][C:43]([O:46][CH3:47])=[C:42]([O:48][CH2:49][CH2:50][CH2:51][O:52][CH3:53])[CH:41]=1)[CH:36]([CH3:38])[CH3:37])=[O:21], predict the reaction product. The product is: [NH2:15][C:16](=[O:59])[C:17]([CH3:58])([CH3:57])[CH2:18][NH:19][C:20]([C@H:22]([CH:54]([CH3:56])[CH3:55])[CH2:23][C@@H:24]1[O:28][CH2:27][N:26]([C:29]([O:31][CH2:32][O:11][C:9]([O:8][CH2:7][C:3]2[CH:2]=[N:1][CH:6]=[CH:5][CH:4]=2)=[O:10])=[O:30])[C@H:25]1[CH2:34][C@H:35]([CH2:39][C:40]1[CH:45]=[CH:44][C:43]([O:46][CH3:47])=[C:42]([O:48][CH2:49][CH2:50][CH2:51][O:52][CH3:53])[CH:41]=1)[CH:36]([CH3:38])[CH3:37])=[O:21]. (5) Given the reactants [Cl:1][C:2]1[C:3](=[O:27])[N:4]([CH2:20][CH2:21][CH:22]2OCC[O:23]2)[C:5]([C:9]2[C:13]([Cl:14])=[C:12]([O:15][CH:16]([F:18])[F:17])[N:11]([CH3:19])[N:10]=2)=[C:6]([F:8])[CH:7]=1.O1CCCC1, predict the reaction product. The product is: [Cl:1][C:2]1[C:3](=[O:27])[N:4]([CH2:20][CH2:21][CH:22]=[O:23])[C:5]([C:9]2[C:13]([Cl:14])=[C:12]([O:15][CH:16]([F:17])[F:18])[N:11]([CH3:19])[N:10]=2)=[C:6]([F:8])[CH:7]=1.